Dataset: Reaction yield outcomes from USPTO patents with 853,638 reactions. Task: Predict the reaction yield, written as a fraction of the theoretical maximum amount of product (1.0 means a 100% yield; for example, 0.34 means a 34% yield). (1) The reactants are O=[C:2]([CH2:9][CH2:10][CH3:11])[CH2:3][C:4](OCC)=[O:5].[CH3:12][O:13][C:14]1[CH:19]=[CH:18][C:17]([NH:20][NH2:21])=[CH:16][CH:15]=1.CCN(CC)CC. The catalyst is CC(O)=O. The product is [CH3:12][O:13][C:14]1[CH:19]=[CH:18][C:17]([N:20]2[C:4](=[O:5])[CH2:3][C:2]([CH2:9][CH2:10][CH3:11])=[N:21]2)=[CH:16][CH:15]=1. The yield is 0.590. (2) The reactants are Cl.[CH2:2]1[C:7]2([CH2:12][CH2:11][NH:10][CH2:9][CH2:8]2)[CH2:6][CH2:5][CH2:4][N:3]1[C:13]([C:15]1[CH:23]=[C:22]2[C:18]([CH2:19][CH2:20][C@H:21]2[NH:24][C:25](=[O:33])[C:26]2[CH:31]=[CH:30][CH:29]=[CH:28][C:27]=2[Cl:32])=[CH:17][CH:16]=1)=[O:14].C(N(CC)CC)C.Cl.Cl[C:43]1[CH:48]=[CH:47][N:46]=[CH:45][CH:44]=1.C([O-])(O)=O.[Na+]. The catalyst is C(O)CCC.C(OCC)(=O)C. The product is [Cl:32][C:27]1[CH:28]=[CH:29][CH:30]=[CH:31][C:26]=1[C:25]([NH:24][C@H:21]1[C:22]2[C:18](=[CH:17][CH:16]=[C:15]([C:13]([N:3]3[CH2:4][CH2:5][CH2:6][C:7]4([CH2:8][CH2:9][N:10]([C:43]5[CH:48]=[CH:47][N:46]=[CH:45][CH:44]=5)[CH2:11][CH2:12]4)[CH2:2]3)=[O:14])[CH:23]=2)[CH2:19][CH2:20]1)=[O:33]. The yield is 0.730. (3) The reactants are [Cl:1][CH2:2][CH2:3][CH2:4][O:5][C:6]1[CH:15]=[CH:14][C:9]([C:10]([O:12]C)=[O:11])=[CH:8][CH:7]=1.[OH-].[Na+]. The catalyst is C(O)C. The product is [Cl:1][CH2:2][CH2:3][CH2:4][O:5][C:6]1[CH:15]=[CH:14][C:9]([C:10]([OH:12])=[O:11])=[CH:8][CH:7]=1. The yield is 0.980. (4) The reactants are C[O:2][C:3]1[C:8]2[NH:9][CH:10]([CH2:13][NH:14][C:15](=[O:17])[CH3:16])[CH2:11][O:12][C:7]=2[CH:6]=[CH:5][CH:4]=1.B(Br)(Br)Br. The catalyst is ClCCl. The product is [OH:2][C:3]1[C:8]2[NH:9][CH:10]([CH2:13][NH:14][C:15](=[O:17])[CH3:16])[CH2:11][O:12][C:7]=2[CH:6]=[CH:5][CH:4]=1. The yield is 0.600. (5) The reactants are [Cl:1]CC([NH:5][C:6]12[CH2:15][C:10]3([CH3:16])[CH2:11][CH:12]([CH2:14][C:8]([CH3:17])([CH2:9]3)[CH2:7]1)[CH2:13]2)=O.NC(N)=S.C(O)(=O)C. The catalyst is C(O)C. The product is [CH3:17][C:8]12[CH2:7][C:6]3([NH2:5])[CH2:13][CH:12]([CH2:11][C:10]([CH3:16])([CH2:15]3)[CH2:9]1)[CH2:14]2.[ClH:1]. The yield is 0.712. (6) The reactants are [CH2:1]([C:3]1[CH:57]=[CH:56][C:6]([CH2:7][C:8]2[C:16]3[C:11](=[CH:12][CH:13]=[C:14]([C@@H:17]4[O:46][C@H:45]([CH2:47][O:48]CC5C=CC=CC=5)[C@@H:36]([O:37]CC5C=CC=CC=5)[C@H:27]([O:28]CC5C=CC=CC=5)[C@H:18]4[O:19]CC4C=CC=CC=4)[CH:15]=3)[NH:10][CH:9]=2)=[CH:5][CH:4]=1)[CH3:2].[OH-].[Na+]. The catalyst is C1COCC1.O. The product is [CH2:1]([C:3]1[CH:57]=[CH:56][C:6]([CH2:7][C:8]2[C:16]3[C:11](=[CH:12][CH:13]=[C:14]([C@@H:17]4[O:46][C@H:45]([CH2:47][OH:48])[C@@H:36]([OH:37])[C@H:27]([OH:28])[C@H:18]4[OH:19])[CH:15]=3)[NH:10][CH:9]=2)=[CH:5][CH:4]=1)[CH3:2]. The yield is 0.850.